Dataset: Forward reaction prediction with 1.9M reactions from USPTO patents (1976-2016). Task: Predict the product of the given reaction. (1) Given the reactants [NH2:1][C:2]1[CH:11]=[C:10]([C:12]([F:15])([F:14])[F:13])[CH:9]=[CH:8][C:3]=1[C:4]([O:6][CH3:7])=[O:5].[C:16](OC(=O)C)(=[O:18])[CH3:17].N1C=CC=CC=1, predict the reaction product. The product is: [C:16]([NH:1][C:2]1[CH:11]=[C:10]([C:12]([F:13])([F:14])[F:15])[CH:9]=[CH:8][C:3]=1[C:4]([O:6][CH3:7])=[O:5])(=[O:18])[CH3:17]. (2) Given the reactants FC(F)(F)S(O[C:7]1[CH:12]=[CH:11][N:10]([CH2:13][C:14]2[CH:19]=[CH:18][CH:17]=[C:16]([F:20])[CH:15]=2)[C:9](=[O:21])[C:8]=1[Br:22])(=O)=O.[C:25]1([C:31]#[CH:32])[CH:30]=[CH:29][CH:28]=[CH:27][CH:26]=1, predict the reaction product. The product is: [Br:22][C:8]1[C:9](=[O:21])[N:10]([CH2:13][C:14]2[CH:19]=[CH:18][CH:17]=[C:16]([F:20])[CH:15]=2)[CH:11]=[CH:12][C:7]=1[C:32]#[C:31][C:25]1[CH:30]=[CH:29][CH:28]=[CH:27][CH:26]=1. (3) Given the reactants Br[C:2]1[CH:3]=[CH:4][C:5]2[O:9][C:8]3([CH2:15][CH2:14][C:13]4[CH:16]=[CH:17][CH:18]=[CH:19][C:12]=4[CH2:11][CH2:10]3)[C:7](=[O:20])[C:6]=2[CH:21]=1.[Cl:22][C:23]1[CH:24]=[C:25](B(O)O)[CH:26]=[C:27]([F:29])[CH:28]=1.C([O-])([O-])=O.[Cs+].[Cs+].O1CCOCC1, predict the reaction product. The product is: [Cl:22][C:23]1[CH:24]=[C:25]([C:2]2[CH:3]=[CH:4][C:5]3[O:9][C:8]4([CH2:10][CH2:11][C:12]5[CH:19]=[CH:18][CH:17]=[CH:16][C:13]=5[CH2:14][CH2:15]4)[C:7](=[O:20])[C:6]=3[CH:21]=2)[CH:26]=[C:27]([F:29])[CH:28]=1. (4) Given the reactants [Cl:1][CH2:2][C:3]1[CH:8]=[CH:7][N:6]=[C:5]([NH2:9])[CH:4]=1.[CH2:10](N=C=O)[CH3:11].C[N:16]([CH:18]=[O:19])C, predict the reaction product. The product is: [Cl:1][CH2:2][C:3]1[CH:8]=[CH:7][N:6]=[C:5]([N:9]([CH2:10][CH3:11])[C:18]([NH2:16])=[O:19])[CH:4]=1. (5) Given the reactants B(Br)(Br)Br.C[O:6][C:7]1[CH:8]=[C:9]2[C:14](=[CH:15][CH:16]=1)[CH:13]=[C:12]([C:17]1[N:22]=[CH:21][C:20]([C:23]([O:25][CH3:26])=[O:24])=[CH:19][CH:18]=1)[CH:11]=[CH:10]2.[OH-].[Na+], predict the reaction product. The product is: [OH:6][C:7]1[CH:8]=[C:9]2[C:14](=[CH:15][CH:16]=1)[CH:13]=[C:12]([C:17]1[N:22]=[CH:21][C:20]([C:23]([O:25][CH3:26])=[O:24])=[CH:19][CH:18]=1)[CH:11]=[CH:10]2.